Dataset: CYP3A4 inhibition data for predicting drug metabolism from PubChem BioAssay. Task: Regression/Classification. Given a drug SMILES string, predict its absorption, distribution, metabolism, or excretion properties. Task type varies by dataset: regression for continuous measurements (e.g., permeability, clearance, half-life) or binary classification for categorical outcomes (e.g., BBB penetration, CYP inhibition). Dataset: cyp3a4_veith. (1) The molecule is Nc1ncnc2nc(-c3ccc(C[P+](c4ccccc4)(c4ccccc4)c4ccccc4)cc3)[nH]c12. The result is 1 (inhibitor). (2) The compound is COC(=O)c1cc2c(ccn2-c2ccc(F)cc2)n1CC(C)C. The result is 0 (non-inhibitor). (3) The drug is Cc1sc(N/N=C/C=C/c2ccccc2)nc1-c1ccccc1. The result is 0 (non-inhibitor). (4) The compound is CCNc1ncc2nc(-c3cn(C)c4ccccc34)c(=O)n(-c3ccc(OC)cc3)c2n1. The result is 0 (non-inhibitor). (5) The drug is N#CCCn1c(=O)c(-c2cccs2)nc2cnc(Oc3ccccc3)nc21. The result is 0 (non-inhibitor). (6) The drug is O=C(O)c1cccc(S(=O)(=O)NCCO)c1. The result is 0 (non-inhibitor). (7) The drug is COc1ccccc1CN(Cc1cc2cc3c(cc2[nH]c1=O)OCCO3)Cc1nnnn1Cc1ccco1. The result is 1 (inhibitor).